From a dataset of Full USPTO retrosynthesis dataset with 1.9M reactions from patents (1976-2016). Predict the reactants needed to synthesize the given product. (1) Given the product [CH2:23]1[CH:28]2[CH2:29][CH2:30][CH2:31][CH2:32][N:27]2[CH2:26][CH2:25][N:24]1[C:33]1[N:38]=[CH:37][C:36]([C:39]([NH:22][C:19]2[NH:20][N:21]=[C:17]([CH2:16][CH2:15][C:9]3[CH:8]=[C:7]([O:6][CH3:5])[CH:12]=[C:11]([O:13][CH3:14])[CH:10]=3)[CH:18]=2)=[O:40])=[CH:35][N:34]=1, predict the reactants needed to synthesize it. The reactants are: C[Al](C)C.[CH3:5][O:6][C:7]1[CH:8]=[C:9]([CH2:15][CH2:16][C:17]2[CH:18]=[C:19]([NH2:22])[NH:20][N:21]=2)[CH:10]=[C:11]([O:13][CH3:14])[CH:12]=1.[CH2:23]1[CH:28]2[CH2:29][CH2:30][CH2:31][CH2:32][N:27]2[CH2:26][CH2:25][N:24]1[C:33]1[N:38]=[CH:37][C:36]([C:39](OC)=[O:40])=[CH:35][N:34]=1. (2) Given the product [Cl:54][C:51]1[C:52]([CH:9]([C:10]2[CH:19]=[C:18]3[C:17](=[CH:12][CH:11]=2)[N:16]=[CH:15][C:14]([C:20]2[CH:25]=[CH:24][CH:23]=[CH:22][CH:21]=2)=[N:13]3)[NH:8][C:30]([CH:26]2[CH2:27][CH2:28][CH2:29]2)=[O:32])=[N:41][CH:36]=[CH:37][N:39]=1, predict the reactants needed to synthesize it. The reactants are: ClC1C([NH:8][CH2:9][C:10]2[CH:11]=[C:12]3[C:17](=[CH:18][CH:19]=2)[N:16]=[CH:15][C:14]([C:20]2[CH:25]=[CH:24][CH:23]=[CH:22][CH:21]=2)=[N:13]3)=NC=CN=1.[CH:26]1([C:30]([OH:32])=O)[CH2:29][CH2:28][CH2:27]1.C1C=[C:37]2[N:39]=N[N:41](O)[C:36]2=CC=1.O.C(N([CH2:51][CH3:52])C(C)C)(C)C.C(Cl)[Cl:54]. (3) Given the product [Br:1][C:2]1[CH:3]=[C:4]2[C:9](=[CH:10][CH:11]=1)[N:8]=[CH:7][C:6]([N+:12]([O-:14])=[O:13])=[C:5]2[C:15]([C:16]1[CH:21]=[CH:20][C:19]([C:22]([CH3:26])([CH3:25])[C:23]#[N:24])=[CH:18][CH:17]=1)=[O:39].[Br:51][C:34]1[CH:33]=[CH:32][C:31]2[N:30]=[CH:29][C:28]3[NH:27][C:23](=[O:54])[N:24]=[C:38]([C:40]4[CH:45]=[CH:44][C:43]([C:46]([CH3:50])([CH3:49])[C:47]#[N:48])=[CH:42][CH:41]=4)[C:37]=3[C:36]=2[CH:35]=1, predict the reactants needed to synthesize it. The reactants are: [Br:1][C:2]1[CH:3]=[C:4]2[C:9](=[CH:10][CH:11]=1)[N:8]=[CH:7][C:6]([N+:12]([O-:14])=[O:13])=[C:5]2[CH2:15][C:16]1[CH:21]=[CH:20][C:19]([C:22]([CH3:26])([CH3:25])[C:23]#[N:24])=[CH:18][CH:17]=1.[NH2:27][C:28]1[CH:29]=[N:30][C:31]2[C:36]([C:37]=1[C:38]([C:40]1[CH:45]=[CH:44][C:43]([C:46]([CH3:50])([CH3:49])[C:47]#[N:48])=[CH:42][CH:41]=1)=[O:39])=[CH:35][C:34]([Br:51])=[CH:33][CH:32]=2.CS(C)=[O:54]. (4) The reactants are: [O:1]1[CH:5]=[CH:4][N:3]=[CH:2]1.[Li]CCCC.[CH2:11]([Sn:15](Cl)([CH2:20][CH2:21][CH2:22][CH3:23])[CH2:16][CH2:17][CH2:18][CH3:19])[CH2:12][CH2:13][CH3:14]. Given the product [CH2:20]([Sn:15]([CH2:11][CH2:12][CH2:13][CH3:14])([CH2:16][CH2:17][CH2:18][CH3:19])[C:2]1[O:1][CH:5]=[CH:4][N:3]=1)[CH2:21][CH2:22][CH3:23], predict the reactants needed to synthesize it. (5) Given the product [C:1]([C:5]1[CH:6]=[CH:7][C:8]([C:11]2[N:15]=[C:14]([C:16]3[N:20]=[C:19]([CH3:21])[N:18]([CH2:35][C:33]4[CH:32]=[CH:31][N:30]=[C:29]([Cl:28])[CH:34]=4)[N:17]=3)[O:13][N:12]=2)=[CH:9][CH:10]=1)([CH3:4])([CH3:3])[CH3:2], predict the reactants needed to synthesize it. The reactants are: [C:1]([C:5]1[CH:10]=[CH:9][C:8]([C:11]2[N:15]=[C:14]([C:16]3[N:20]=[C:19]([CH3:21])[NH:18][N:17]=3)[O:13][N:12]=2)=[CH:7][CH:6]=1)([CH3:4])([CH3:3])[CH3:2].C([O-])([O-])=O.[Cs+].[Cs+].[Cl:28][C:29]1[CH:34]=[C:33]([CH2:35]Cl)[CH:32]=[CH:31][N:30]=1. (6) Given the product [Cl:16][CH2:15][CH2:14][N:9]1[CH2:10][CH2:11][CH2:12][CH:7]([C:5]([O:4][CH2:2][CH3:3])=[O:6])[CH2:8]1, predict the reactants needed to synthesize it. The reactants are: Cl.[CH2:2]([O:4][C:5]([CH:7]1[CH2:12][CH2:11][CH2:10][NH2+:9][CH2:8]1)=[O:6])[CH3:3].Br[CH2:14][CH2:15][Cl:16].C(=O)([O-])[O-].[K+].[K+]. (7) The reactants are: [CH2:1]([C:3]1[C:10]([C:11]2[CH:12]=[N:13][C:14]([C:17]3[CH:22]=[CH:21][C:20]([O:23][CH:24]([CH3:26])[CH3:25])=[C:19]([C:27]([F:30])([F:29])[F:28])[CH:18]=3)=[N:15][CH:16]=2)=[CH:9][CH:8]=[CH:7][C:4]=1[CH:5]=O)[CH3:2].[NH:31]1[CH2:36][CH2:35][CH:34]([C:37]([O:39][CH2:40][CH3:41])=[O:38])[CH2:33][CH2:32]1.C(O)(=O)C. Given the product [CH2:1]([C:3]1[C:10]([C:11]2[CH:16]=[N:15][C:14]([C:17]3[CH:22]=[CH:21][C:20]([O:23][CH:24]([CH3:25])[CH3:26])=[C:19]([C:27]([F:29])([F:30])[F:28])[CH:18]=3)=[N:13][CH:12]=2)=[CH:9][CH:8]=[CH:7][C:4]=1[CH2:5][N:31]1[CH2:36][CH2:35][CH:34]([C:37]([O:39][CH2:40][CH3:41])=[O:38])[CH2:33][CH2:32]1)[CH3:2], predict the reactants needed to synthesize it. (8) Given the product [C:26]([O:25][C:24]([NH:23][CH2:22][C@H:19]1[CH2:20][CH2:21][C@H:16]([CH2:15][NH:14][C:12]([C:10]2[C:9]3[C:4](=[CH:5][CH:6]=[CH:7][CH:8]=3)[N:3]=[C:2]([N:31]3[CH2:34][CH:33]([C:35]([OH:37])=[O:36])[CH2:32]3)[CH:11]=2)=[O:13])[CH2:17][CH2:18]1)=[O:30])([CH3:29])([CH3:28])[CH3:27], predict the reactants needed to synthesize it. The reactants are: Cl[C:2]1[CH:11]=[C:10]([C:12]([NH:14][CH2:15][C@H:16]2[CH2:21][CH2:20][C@H:19]([CH2:22][NH:23][C:24](=[O:30])[O:25][C:26]([CH3:29])([CH3:28])[CH3:27])[CH2:18][CH2:17]2)=[O:13])[C:9]2[C:4](=[CH:5][CH:6]=[CH:7][CH:8]=2)[N:3]=1.[NH:31]1[CH2:34][CH:33]([C:35]([OH:37])=[O:36])[CH2:32]1.C([O-])([O-])=O.[K+].[K+].